From a dataset of Catalyst prediction with 721,799 reactions and 888 catalyst types from USPTO. Predict which catalyst facilitates the given reaction. (1) Reactant: [CH2:1]([N:8]1[C:16]2[C:11](=[CH:12][CH:13]=[CH:14][CH:15]=2)/[C:10](=[CH:17]\[C:18](O)=[O:19])/[C:9]1=[O:21])[C:2]1[CH:7]=[CH:6][CH:5]=[CH:4][CH:3]=1.C(N1C=CN=C1)(N1C=CN=C1)=O.[CH3:34][S:35]([NH2:38])(=[O:37])=[O:36].N12CCCN=C1CCCCC2. Product: [CH2:1]([N:8]1[C:16]2[C:11](=[CH:12][CH:13]=[CH:14][CH:15]=2)/[C:10](=[CH:17]\[C:18]([NH:38][S:35]([CH3:34])(=[O:37])=[O:36])=[O:19])/[C:9]1=[O:21])[C:2]1[CH:7]=[CH:6][CH:5]=[CH:4][CH:3]=1. The catalyst class is: 18. (2) Reactant: [CH2:1]([C:3]1[N:8]=[C:7]([NH2:9])[N:6]=[C:5]([NH2:10])[C:4]=1[C:11]1[CH:16]=[CH:15][C:14]([NH:17][CH2:18][C:19]2[CH:24]=[CH:23][C:22]([S:25]([CH3:28])(=[O:27])=[O:26])=[CH:21][CH:20]=2)=[CH:13][CH:12]=1)[CH3:2].C(O)(=O)C.[Cl:33]CCl.ClN1C(=O)CCC1=O. Product: [Cl:33][C:13]1[CH:12]=[C:11]([C:4]2[C:5]([NH2:10])=[N:6][C:7]([NH2:9])=[N:8][C:3]=2[CH2:1][CH3:2])[CH:16]=[CH:15][C:14]=1[NH:17][CH2:18][C:19]1[CH:24]=[CH:23][C:22]([S:25]([CH3:28])(=[O:27])=[O:26])=[CH:21][CH:20]=1. The catalyst class is: 5. (3) Reactant: [F:1][C:2]1([F:48])[CH2:7][CH2:6][CH:5]([C:8]2[C:17]3[CH:16]([O:18]CC4C=CC(OC)=CC=4)[CH2:15][C:14]([CH3:29])([CH3:28])[CH2:13][C:12]=3[N:11]=[C:10]([CH:30]3[CH2:35][CH2:34][NH:33][CH2:32][CH2:31]3)[C:9]=2[CH:36]([F:47])[C:37]2[CH:42]=[CH:41][C:40]([C:43]([F:46])([F:45])[F:44])=[CH:39][CH:38]=2)[CH2:4][CH2:3]1.Cl[C:50]1[N:55]=[CH:54][C:53]([O:56][CH3:57])=[CH:52][N:51]=1.Cl.C(=O)([O-])O.[Na+]. Product: [F:1][C:2]1([F:48])[CH2:7][CH2:6][CH:5]([C:8]2[C:17]3[CH:16]([OH:18])[CH2:15][C:14]([CH3:29])([CH3:28])[CH2:13][C:12]=3[N:11]=[C:10]([CH:30]3[CH2:35][CH2:34][N:33]([C:50]4[N:55]=[CH:54][C:53]([O:56][CH3:57])=[CH:52][N:51]=4)[CH2:32][CH2:31]3)[C:9]=2[CH:36]([F:47])[C:37]2[CH:42]=[CH:41][C:40]([C:43]([F:46])([F:45])[F:44])=[CH:39][CH:38]=2)[CH2:4][CH2:3]1. The catalyst class is: 12. (4) Reactant: Cl[S:2]([N:5]=[C:6]=[O:7])(=[O:4])=[O:3].[N+:8]([C:11]1[CH:16]=[CH:15][C:14]([OH:17])=[CH:13][CH:12]=1)([O-:10])=[O:9].[H-].[Na+].[CH3:20][C:21](=[C:23]([CH3:25])[CH3:24])[CH3:22]. Product: [CH3:20][C:21]1([CH3:22])[C:23]([CH3:25])([CH3:24])[O:7][C:6]([O:17][C:14]2[CH:15]=[CH:16][C:11]([N+:8]([O-:10])=[O:9])=[CH:12][CH:13]=2)=[N:5][S:2]1(=[O:4])=[O:3]. The catalyst class is: 410. (5) Reactant: [CH2:1]([N:8]1[CH2:12][CH2:11][CH:10]([NH:13][C:14]2[N:19]=[C:18]([CH3:20])[C:17](/[CH:21]=[CH:22]/C(O)=O)=[CH:16][N:15]=2)[CH2:9]1)[C:2]1[CH:7]=[CH:6][CH:5]=[CH:4][CH:3]=1.C1C=C[C:29]2[N:34]([OH:35])N=NC=2C=1.CCN=C=N[CH2:41][CH2:42][CH2:43]N(C)C.[C:47](OCC)([CH3:49])=[O:48].[OH2:53]. Product: [CH2:1]([N:8]1[CH2:12][CH2:11][CH:10]([NH:13][C:14]2[N:19]=[C:18]([CH3:20])[C:17](/[CH:21]=[CH:22]/[C:29]([NH:34][O:35][CH:41]3[CH2:42][CH2:43][CH2:49][CH2:47][O:48]3)=[O:53])=[CH:16][N:15]=2)[CH2:9]1)[C:2]1[CH:3]=[CH:4][CH:5]=[CH:6][CH:7]=1. The catalyst class is: 3. (6) Reactant: [C:1]1([CH3:21])[CH:6]=[CH:5][C:4]([S:7]([N:10]2[C:14]3=[N:15][CH:16]=[CH:17][CH:18]=[C:13]3[C:12]([CH2:19]O)=[CH:11]2)(=[O:9])=[O:8])=[CH:3][CH:2]=1.P(Br)(Br)([Br:24])=O. Product: [Br:24][CH2:19][C:12]1[C:13]2[C:14](=[N:15][CH:16]=[CH:17][CH:18]=2)[N:10]([S:7]([C:4]2[CH:5]=[CH:6][C:1]([CH3:21])=[CH:2][CH:3]=2)(=[O:9])=[O:8])[CH:11]=1. The catalyst class is: 1. (7) Reactant: CC(C)([O-])C.[K+].[CH:7]12[CH2:13][CH:10]([CH:11]=[CH:12]1)[CH2:9][CH:8]2[CH:14]=[O:15].Cl[CH2:17][C:18]([O:20][C:21]([CH3:24])([CH3:23])[CH3:22])=[O:19].O. Product: [O:15]1[CH:14]([CH:8]2[CH2:9][CH:10]3[CH2:13][CH:7]2[CH:12]=[CH:11]3)[CH:17]1[C:18]([O:20][C:21]([CH3:24])([CH3:23])[CH3:22])=[O:19]. The catalyst class is: 188. (8) Reactant: Br[C:2]1[CH:3]=[N:4][CH:5]=[C:6]([N+:9]([O-:11])=[O:10])[C:7]=1[NH2:8].[N:12]1[CH:17]=[CH:16][CH:15]=[C:14](B(O)O)[CH:13]=1.C([O-])([O-])=O.[Na+].[Na+]. Product: [N+:9]([C:6]1[C:7]([NH2:8])=[C:2]([C:14]2[CH:13]=[N:12][CH:17]=[CH:16][CH:15]=2)[CH:3]=[N:4][CH:5]=1)([O-:11])=[O:10]. The catalyst class is: 12. (9) Reactant: [OH:1][C:2]1[CH:3]=[C:4]([CH2:10][OH:11])[CH:5]=[C:6]([CH2:8][OH:9])[CH:7]=1.C(=O)([O-])[O-].[Na+].[Na+].[I-].[Na+].Br[CH2:21][CH2:22][O:23][C:24]1[CH:29]=[CH:28][C:27]([C:30](=[O:32])[CH3:31])=[CH:26][CH:25]=1. Product: [OH:9][CH2:8][C:6]1[CH:7]=[C:2]([CH:3]=[C:4]([CH2:10][OH:11])[CH:5]=1)[O:1][CH2:21][CH2:22][O:23][C:24]1[CH:29]=[CH:28][C:27]([C:30](=[O:32])[CH3:31])=[CH:26][CH:25]=1. The catalyst class is: 44. (10) Reactant: CS(O[CH:6]([C:22]1[CH:27]=[CH:26][C:25]([Br:28])=[CH:24][CH:23]=1)[CH2:7][CH2:8][CH:9](OS(C)(=O)=O)[C:10]1[CH:15]=[CH:14][C:13]([Br:16])=[CH:12][CH:11]=1)(=O)=O.[CH:29]1([C:32]2[CH:38]=[CH:37][C:35]([NH2:36])=[CH:34][CH:33]=2)[CH2:31][CH2:30]1. Product: [Br:16][C:13]1[CH:14]=[CH:15][C:10]([CH:9]2[CH2:8][CH2:7][CH:6]([C:22]3[CH:27]=[CH:26][C:25]([Br:28])=[CH:24][CH:23]=3)[N:36]2[C:35]2[CH:37]=[CH:38][C:32]([CH:29]3[CH2:31][CH2:30]3)=[CH:33][CH:34]=2)=[CH:11][CH:12]=1. The catalyst class is: 3.